From a dataset of Forward reaction prediction with 1.9M reactions from USPTO patents (1976-2016). Predict the product of the given reaction. (1) Given the reactants C(O[C:4](=[O:17])[C:5](=[N:8][NH:9][C:10]1[CH:15]=[CH:14][CH:13]=[CH:12][C:11]=1[Br:16])[C:6]#[N:7])C.[CH3:18][NH2:19], predict the reaction product. The product is: [Br:16][C:11]1[CH:12]=[CH:13][CH:14]=[CH:15][C:10]=1[NH:9][N:8]=[C:5]([C:6]#[N:7])[C:4]([NH:19][CH3:18])=[O:17]. (2) Given the reactants [C:1](Cl)(=[O:3])[CH3:2].[N+:5]([C:8]1[CH:9]=[CH:10][C:11]2[O:16][CH2:15][CH2:14][NH:13][C:12]=2[CH:17]=1)([O-:7])=[O:6].C([O-])(O)=O.[Na+], predict the reaction product. The product is: [C:1]([N:13]1[C:12]2[CH:17]=[C:8]([N+:5]([O-:7])=[O:6])[CH:9]=[CH:10][C:11]=2[O:16][CH2:15][CH2:14]1)(=[O:3])[CH3:2]. (3) Given the reactants Cl.[NH2:2][OH:3].C(=O)(O)[O-].[Na+].[F:9][C:10]([F:24])([F:23])[C:11]1[CH:18]=[C:17]([C:19]([F:22])([F:21])[F:20])[CH:16]=[CH:15][C:12]=1[CH:13]=O, predict the reaction product. The product is: [F:9][C:10]([F:24])([F:23])[C:11]1[CH:18]=[C:17]([C:19]([F:22])([F:21])[F:20])[CH:16]=[CH:15][C:12]=1[CH:13]=[N:2][OH:3]. (4) Given the reactants [CH3:1][N:2]1[C:10]2[CH:9]=[CH:8][CH:7]=[C:6]([C:11]([O:13]C3C=CC=CC=3)=[O:12])[C:5]=2[C:4]2([C:31]3[C:22](=[CH:23][C:24]4[O:29][CH2:28][CH2:27][O:26][C:25]=4[CH:30]=3)[O:21][CH2:20]2)[C:3]1=[O:32].O.[OH-].[Li+], predict the reaction product. The product is: [CH3:1][N:2]1[C:10]2[CH:9]=[CH:8][CH:7]=[C:6]([C:11]([OH:13])=[O:12])[C:5]=2[C:4]2([C:31]3[C:22](=[CH:23][C:24]4[O:29][CH2:28][CH2:27][O:26][C:25]=4[CH:30]=3)[O:21][CH2:20]2)[C:3]1=[O:32].